The task is: Predict which catalyst facilitates the given reaction.. This data is from Catalyst prediction with 721,799 reactions and 888 catalyst types from USPTO. Reactant: [Cl:1][C:2]1[CH:7]=[CH:6][CH:5]=[C:4]([F:8])[C:3]=1[NH:9][C:10]1[NH:11][C:12]2[C:18]3[CH2:19][C:20]([CH3:23])([CH3:22])[O:21][C:17]=3[C:16]([C:24]([NH:26][C:27]3[CH:32]=[CH:31][C:30]([F:33])=[C:29]([C:34]([F:37])([F:36])[F:35])[CH:28]=3)=[O:25])=[CH:15][C:13]=2[N:14]=1. Product: [ClH:1].[ClH:1].[Cl:1][C:2]1[CH:7]=[CH:6][CH:5]=[C:4]([F:8])[C:3]=1[NH:9][C:10]1[NH:11][C:12]2[C:18]3[CH2:19][C:20]([CH3:23])([CH3:22])[O:21][C:17]=3[C:16]([C:24]([NH:26][C:27]3[CH:32]=[CH:31][C:30]([F:33])=[C:29]([C:34]([F:37])([F:36])[F:35])[CH:28]=3)=[O:25])=[CH:15][C:13]=2[N:14]=1. The catalyst class is: 1.